Dataset: Forward reaction prediction with 1.9M reactions from USPTO patents (1976-2016). Task: Predict the product of the given reaction. (1) Given the reactants [CH3:1][O:2][C:3](=[O:40])[N:4]([CH2:25][C:26]1[CH:31]=[C:30]([C:32]([F:35])([F:34])[F:33])[CH:29]=[C:28]([C:36]([F:39])([F:38])[F:37])[CH:27]=1)[CH2:5][C:6]1[CH:11]=[C:10]([C:12]([F:15])([F:14])[F:13])[CH:9]=[CH:8][C:7]=1B1OC(C)(C)C(C)(C)O1.[Cl:41][C:42]1[CH:47]=[C:46]([C:48]([O:50][CH3:51])=[O:49])[CH:45]=[CH:44][C:43]=1[C:52]1[CH:57]=[C:56](I)[C:55]([O:59][CH3:60])=[CH:54][C:53]=1[F:61].C(=O)([O-])[O-].[K+].[K+], predict the reaction product. The product is: [F:39][C:36]([F:38])([F:37])[C:28]1[CH:27]=[C:26]([CH:31]=[C:30]([C:32]([F:34])([F:35])[F:33])[CH:29]=1)[CH2:25][N:4]([CH2:5][C:6]1[CH:11]=[C:10]([C:12]([F:14])([F:13])[F:15])[CH:9]=[CH:8][C:7]=1[C:56]1[CH:57]=[C:52]([C:43]2[CH:44]=[CH:45][C:46]([C:48]([O:50][CH3:51])=[O:49])=[CH:47][C:42]=2[Cl:41])[C:53]([F:61])=[CH:54][C:55]=1[O:59][CH3:60])[C:3]([O:2][CH3:1])=[O:40]. (2) Given the reactants [C:1]([O:5][C:6]([N:8]1[CH2:15][C@H:14]([O:16][CH2:17][CH3:18])[CH2:13][C@H:9]1[C:10]([OH:12])=O)=[O:7])([CH3:4])([CH3:3])[CH3:2].[CH2:19]([NH2:26])[C:20]1[CH:25]=[CH:24][CH:23]=[CH:22][CH:21]=1.ON1C2C=CC=CC=2N=N1.Cl.C(N=C=NCCCN(C)C)C, predict the reaction product. The product is: [CH2:19]([NH:26][C:10]([C@@H:9]1[CH2:13][C@@H:14]([O:16][CH2:17][CH3:18])[CH2:15][N:8]1[C:6]([O:5][C:1]([CH3:2])([CH3:3])[CH3:4])=[O:7])=[O:12])[C:20]1[CH:25]=[CH:24][CH:23]=[CH:22][CH:21]=1.